Dataset: NCI-60 drug combinations with 297,098 pairs across 59 cell lines. Task: Regression. Given two drug SMILES strings and cell line genomic features, predict the synergy score measuring deviation from expected non-interaction effect. (1) Drug 1: CC1C(C(=O)NC(C(=O)N2CCCC2C(=O)N(CC(=O)N(C(C(=O)O1)C(C)C)C)C)C(C)C)NC(=O)C3=C4C(=C(C=C3)C)OC5=C(C(=O)C(=C(C5=N4)C(=O)NC6C(OC(=O)C(N(C(=O)CN(C(=O)C7CCCN7C(=O)C(NC6=O)C(C)C)C)C)C(C)C)C)N)C. Drug 2: C1C(C(OC1N2C=NC(=NC2=O)N)CO)O. Cell line: SNB-19. Synergy scores: CSS=20.9, Synergy_ZIP=-0.0972, Synergy_Bliss=3.55, Synergy_Loewe=-2.63, Synergy_HSA=4.75. (2) Drug 1: CCC(=C(C1=CC=CC=C1)C2=CC=C(C=C2)OCCN(C)C)C3=CC=CC=C3.C(C(=O)O)C(CC(=O)O)(C(=O)O)O. Drug 2: CCC1(C2=C(COC1=O)C(=O)N3CC4=CC5=C(C=CC(=C5CN(C)C)O)N=C4C3=C2)O.Cl. Cell line: UACC-257. Synergy scores: CSS=26.4, Synergy_ZIP=-9.56, Synergy_Bliss=-3.95, Synergy_Loewe=-11.1, Synergy_HSA=-3.38. (3) Drug 1: C1CCN(CC1)CCOC2=CC=C(C=C2)C(=O)C3=C(SC4=C3C=CC(=C4)O)C5=CC=C(C=C5)O. Drug 2: C1C(C(OC1N2C=NC3=C(N=C(N=C32)Cl)N)CO)O. Cell line: NCI-H460. Synergy scores: CSS=-1.60, Synergy_ZIP=1.20, Synergy_Bliss=0.937, Synergy_Loewe=-4.24, Synergy_HSA=-2.05. (4) Drug 1: CC12CCC(CC1=CCC3C2CCC4(C3CC=C4C5=CN=CC=C5)C)O. Drug 2: CN1C2=C(C=C(C=C2)N(CCCl)CCCl)N=C1CCCC(=O)O.Cl. Cell line: OVCAR3. Synergy scores: CSS=16.1, Synergy_ZIP=-4.39, Synergy_Bliss=-0.950, Synergy_Loewe=-2.88, Synergy_HSA=-1.26. (5) Synergy scores: CSS=19.1, Synergy_ZIP=-4.86, Synergy_Bliss=-3.02, Synergy_Loewe=3.21, Synergy_HSA=2.93. Drug 2: C1C(C(OC1N2C=NC(=NC2=O)N)CO)O. Drug 1: CC(C)(C#N)C1=CC(=CC(=C1)CN2C=NC=N2)C(C)(C)C#N. Cell line: BT-549. (6) Drug 1: CC1=C2C(C(=O)C3(C(CC4C(C3C(C(C2(C)C)(CC1OC(=O)C(C(C5=CC=CC=C5)NC(=O)OC(C)(C)C)O)O)OC(=O)C6=CC=CC=C6)(CO4)OC(=O)C)O)C)O. Drug 2: CN(C(=O)NC(C=O)C(C(C(CO)O)O)O)N=O. Cell line: MALME-3M. Synergy scores: CSS=27.4, Synergy_ZIP=-1.89, Synergy_Bliss=5.74, Synergy_Loewe=-71.9, Synergy_HSA=5.66. (7) Drug 1: CC(CN1CC(=O)NC(=O)C1)N2CC(=O)NC(=O)C2. Drug 2: C1CN(P(=O)(OC1)NCCCl)CCCl. Cell line: DU-145. Synergy scores: CSS=17.2, Synergy_ZIP=-5.94, Synergy_Bliss=1.61, Synergy_Loewe=-9.39, Synergy_HSA=0.944. (8) Drug 2: CN(CCCl)CCCl.Cl. Synergy scores: CSS=54.3, Synergy_ZIP=4.01, Synergy_Bliss=4.15, Synergy_Loewe=-35.7, Synergy_HSA=4.52. Cell line: SR. Drug 1: CN(C)N=NC1=C(NC=N1)C(=O)N. (9) Drug 1: C1CC(=O)NC(=O)C1N2CC3=C(C2=O)C=CC=C3N. Drug 2: C1C(C(OC1N2C=NC(=NC2=O)N)CO)O. Cell line: HL-60(TB). Synergy scores: CSS=52.8, Synergy_ZIP=-2.34, Synergy_Bliss=2.41, Synergy_Loewe=-33.0, Synergy_HSA=9.45. (10) Drug 1: C1=CC(=C2C(=C1NCCNCCO)C(=O)C3=C(C=CC(=C3C2=O)O)O)NCCNCCO. Drug 2: C1CCC(CC1)NC(=O)N(CCCl)N=O. Cell line: SNB-75. Synergy scores: CSS=56.9, Synergy_ZIP=-6.70, Synergy_Bliss=-4.10, Synergy_Loewe=-24.2, Synergy_HSA=-1.47.